Dataset: Retrosynthesis with 50K atom-mapped reactions and 10 reaction types from USPTO. Task: Predict the reactants needed to synthesize the given product. Given the product CC(C)CC=C1CCC2(CC1)SC[C@H](C(=O)O)N2C(=O)CCC(C)C, predict the reactants needed to synthesize it. The reactants are: CC(C)CC=C1CCC2(CC1)N[C@@H](C(=O)O)CS2.CC(C)CCC(=O)Cl.